This data is from Catalyst prediction with 721,799 reactions and 888 catalyst types from USPTO. The task is: Predict which catalyst facilitates the given reaction. (1) Reactant: Br[CH2:2][CH2:3][O:4][CH3:5].[F:6][C:7]1[CH:12]=[CH:11][C:10]([C:13]2[C:14](=[O:24])[C:15]([C:19]([O:21]CC)=[O:20])=[CH:16][NH:17][CH:18]=2)=[CH:9][CH:8]=1.C(=O)([O-])[O-].[Cs+].[Cs+].[OH-].[Na+].Cl. Product: [F:6][C:7]1[CH:8]=[CH:9][C:10]([C:13]2[C:14](=[O:24])[C:15]([C:19]([OH:21])=[O:20])=[CH:16][N:17]([CH2:2][CH2:3][O:4][CH3:5])[CH:18]=2)=[CH:11][CH:12]=1. The catalyst class is: 18. (2) Reactant: [CH2:1]([C:5]([CH2:10][CH3:11])([CH2:8][OH:9])[CH2:6][OH:7])[CH2:2][CH2:3][CH3:4].[P:12](Cl)(Cl)Cl.[CH2:16]([CH:25]1[CH2:30][CH2:29][CH:28]([OH:31])[CH2:27][CH2:26]1)[CH2:17][CH2:18][CH2:19][CH2:20][CH2:21][CH2:22][CH2:23][CH3:24].C(N(CC)CC)C. Product: [CH2:1]([C:5]1([CH2:10][CH3:11])[CH2:6][O:7][P:12]([O:31][CH:28]2[CH2:27][CH2:26][CH:25]([CH2:16][CH2:17][CH2:18][CH2:19][CH2:20][CH2:21][CH2:22][CH2:23][CH3:24])[CH2:30][CH2:29]2)[O:9][CH2:8]1)[CH2:2][CH2:3][CH3:4]. The catalyst class is: 11.